This data is from Catalyst prediction with 721,799 reactions and 888 catalyst types from USPTO. The task is: Predict which catalyst facilitates the given reaction. (1) Reactant: [OH:1][C:2]12[C:13]3[C:8](=[C:9]([N+:14]([O-])=O)[CH:10]=[CH:11][CH:12]=3)[C:7](=[O:17])[C:6]1([NH:18][C:19](=[O:28])[C:20]1[CH:25]=[CH:24][CH:23]=[C:22]([O:26][CH3:27])[CH:21]=1)[C:5]1[CH:29]=[CH:30][C:31]([CH:33]([CH3:35])[CH3:34])=[CH:32][C:4]=1[O:3]2. Product: [NH2:14][C:9]1[CH:10]=[CH:11][CH:12]=[C:13]2[C:8]=1[C:7](=[O:17])[C:6]1([NH:18][C:19](=[O:28])[C:20]3[CH:25]=[CH:24][CH:23]=[C:22]([O:26][CH3:27])[CH:21]=3)[C:5]3[CH:29]=[CH:30][C:31]([CH:33]([CH3:35])[CH3:34])=[CH:32][C:4]=3[O:3][C:2]12[OH:1]. The catalyst class is: 190. (2) Reactant: [C:1](=[N:14][C:15]1[CH:16]=[C:17]([CH:30]=[CH:31][C:32]=1[C:33]#[N:34])[CH2:18][N:19]1[CH2:24][CH2:23][CH:22]([CH2:25][C:26](O)=[O:27])[CH2:21][C:20]1=[O:29])([C:8]1[CH:13]=[CH:12][CH:11]=[CH:10][CH:9]=1)[C:2]1[CH:7]=[CH:6][CH:5]=[CH:4][CH:3]=1.C(N(CC)CC)C.ClC(OC(C)C)=O.C1(C)C=CC=CC=1.[Cl:56][C:57]1[CH:62]=[CH:61][C:60]([NH2:63])=[C:59]([NH2:64])[CH:58]=1. Product: [NH2:63][C:60]1[CH:61]=[CH:62][C:57]([Cl:56])=[CH:58][C:59]=1[NH:64][C:26](=[O:27])[CH2:25][CH:22]1[CH2:23][CH2:24][N:19]([CH2:18][C:17]2[CH:30]=[CH:31][C:32]([C:33]#[N:34])=[C:15]([N:14]=[C:1]([C:8]3[CH:13]=[CH:12][CH:11]=[CH:10][CH:9]=3)[C:2]3[CH:3]=[CH:4][CH:5]=[CH:6][CH:7]=3)[CH:16]=2)[C:20](=[O:29])[CH2:21]1. The catalyst class is: 76. (3) Reactant: C([O:4][CH2:5][CH2:6][O:7][C:8]1[C:12]([C:13]2[CH:21]=[CH:20][C:16]3[O:17][CH2:18][O:19][C:15]=3[CH:14]=2)=[C:11]([NH2:22])[N:10]([CH3:23])[N:9]=1)(=O)C.[CH:24]([C:27]1[CH:28]=[CH:29][C:30]([S:33](Cl)(=[O:35])=[O:34])=[N:31][CH:32]=1)([CH3:26])[CH3:25].C(O)(=O)CC(CC(O)=O)(C(O)=O)O. Product: [O:17]1[C:16]2[CH:20]=[CH:21][C:13]([C:12]3[C:8]([O:7][CH2:6][CH2:5][OH:4])=[N:9][N:10]([CH3:23])[C:11]=3[NH:22][S:33]([C:30]3[CH:29]=[CH:28][C:27]([CH:24]([CH3:26])[CH3:25])=[CH:32][N:31]=3)(=[O:34])=[O:35])=[CH:14][C:15]=2[O:19][CH2:18]1. The catalyst class is: 537. (4) Reactant: [N+:1]([C:4]1[CH:8]=[CH:7][N:6]([CH2:9][CH2:10][N:11]2C(=O)C3C(=CC=CC=3)C2=O)[N:5]=1)([O-:3])=[O:2].O.NN. Product: [N+:1]([C:4]1[CH:8]=[CH:7][N:6]([CH2:9][CH2:10][NH2:11])[N:5]=1)([O-:3])=[O:2]. The catalyst class is: 8. (5) Reactant: [Cl:1][C:2]1[CH:3]=[C:4]([NH:9][C:10]2[C:19]3[C:14](=[CH:15][C:16]([O:32][CH3:33])=[C:17]([O:20][CH2:21][CH2:22][CH2:23][N:24]4[CH2:28][CH2:27][CH:26]5[CH2:29][NH:30][CH2:31][CH:25]45)[CH:18]=3)[N:13]=[CH:12][N:11]=2)[CH:5]=[CH:6][C:7]=1[F:8].CCN(CC)CC.[C:41](Cl)(=[O:43])[CH3:42]. Product: [Cl:1][C:2]1[CH:3]=[C:4]([NH:9][C:10]2[C:19]3[C:14](=[CH:15][C:16]([O:32][CH3:33])=[C:17]([O:20][CH2:21][CH2:22][CH2:23][N:24]4[CH2:28][CH2:27][CH:26]5[CH2:29][N:30]([C:41](=[O:43])[CH3:42])[CH2:31][CH:25]45)[CH:18]=3)[N:13]=[CH:12][N:11]=2)[CH:5]=[CH:6][C:7]=1[F:8]. The catalyst class is: 6. (6) Reactant: [CH3:1][O:2][C:3]1[CH:4]=[CH:5][C:6]2[NH:12][C:11](=[O:13])[N:10]([CH:14]3[CH2:19][CH2:18][N:17]([C:20]4[N:25]=[CH:24][N:23]=[C:22]([C:26]([OH:28])=O)[CH:21]=4)[CH2:16][CH2:15]3)[CH2:9][CH2:8][C:7]=2[CH:29]=1.CC[N:32]([CH:36]([CH3:38])[CH3:37])[CH:33]([CH3:35])C.CN(C(ON1N=NC2[CH:50]=[CH:51][CH:52]=[CH:53][C:48]1=2)=[N+](C)C)C.[B-](F)(F)(F)F. Product: [CH3:1][O:2][C:3]1[CH:4]=[CH:5][C:6]2[NH:12][C:11](=[O:13])[N:10]([CH:14]3[CH2:15][CH2:16][N:17]([C:20]4[CH:21]=[C:22]([C:26]([N:32]5[CH2:33][C:35]6([CH2:7][CH2:29][CH2:3][CH2:4]6)[C:50]6[C:38](=[CH:48][CH:53]=[CH:52][CH:51]=6)[CH:36]5[CH3:37])=[O:28])[N:23]=[CH:24][N:25]=4)[CH2:18][CH2:19]3)[CH2:9][CH2:8][C:7]=2[CH:29]=1. The catalyst class is: 3. (7) Reactant: [OH-].[Li+].[F:3][C:4]1[CH:5]=[N:6][C:7]([NH:15][CH2:16][CH2:17][O:18][C:19]2[CH:24]=[CH:23][C:22]([F:25])=[CH:21][CH:20]=2)=[C:8]([CH:14]=1)[C:9]([O:11]CC)=[O:10]. Product: [F:3][C:4]1[CH:5]=[N:6][C:7]([NH:15][CH2:16][CH2:17][O:18][C:19]2[CH:20]=[CH:21][C:22]([F:25])=[CH:23][CH:24]=2)=[C:8]([CH:14]=1)[C:9]([OH:11])=[O:10]. The catalyst class is: 20. (8) Reactant: Cl.[CH2:2]([O:9][C:10](=[O:17])[CH2:11][NH:12][C:13](=[O:16])[CH2:14][NH2:15])[C:3]1[CH:8]=[CH:7][CH:6]=[CH:5][CH:4]=1.[C:18]([O:22][C:23](NCC(O)=O)=[O:24])([CH3:21])([CH3:20])[CH3:19].C1(NC2CCCCC2)CCCCC1.C1(C)C=CC(S(O)(=O)=O)=CC=1.C(OC(=O)CN)C1C=CC=CC=1. Product: [CH2:2]([O:9][C:10](=[O:17])[CH2:11][NH:12][C:13](=[O:16])[CH2:14][NH:15][C:23]([O:22][C:18]([CH3:21])([CH3:20])[CH3:19])=[O:24])[C:3]1[CH:4]=[CH:5][CH:6]=[CH:7][CH:8]=1. The catalyst class is: 22.